The task is: Predict the reactants needed to synthesize the given product.. This data is from Full USPTO retrosynthesis dataset with 1.9M reactions from patents (1976-2016). (1) Given the product [CH3:9][N:10]1[C:12](=[O:13])[CH:16]=[CH:17][C:18]([CH2:21][C:22]2[S:23][C:24]3[C:30]([C:31]4[CH:32]=[C:33]([CH:39]=[CH:40][CH:41]=4)[C:34]([O:36][CH2:37][CH3:38])=[O:35])=[CH:29][CH:28]=[CH:27][C:25]=3[CH:26]=2)=[CH:11]1, predict the reactants needed to synthesize it. The reactants are: C(=O)([O-])[O-].[K+].[K+].CI.[CH3:9][N:10]([CH:12]=[O:13])[CH3:11].O=C1NC=[C:18]([CH2:21][C:22]2[S:23][C:24]3[C:30]([C:31]4[CH:32]=[C:33]([CH:39]=[CH:40][CH:41]=4)[C:34]([O:36][CH2:37][CH3:38])=[O:35])=[CH:29][CH:28]=[CH:27][C:25]=3[CH:26]=2)[CH:17]=[CH:16]1. (2) Given the product [C:39]([NH:1][C:2]1[CH:7]=[CH:6][C:5]([C:8]2[CH:9]=[C:10]([N:14]3[C:19](=[O:20])[C:18]([CH2:21][C:22]4[CH:27]=[CH:26][CH:25]=[CH:24][CH:23]=4)=[N:17][C:16]4[CH:28]=[CH:29][CH:30]=[N:31][C:15]3=4)[CH:11]=[CH:12][CH:13]=2)=[CH:4][CH:3]=1)(=[O:46])[C:40]1[CH:45]=[CH:44][CH:43]=[CH:42][CH:41]=1, predict the reactants needed to synthesize it. The reactants are: [NH2:1][C:2]1[CH:7]=[CH:6][C:5]([C:8]2[CH:9]=[C:10]([N:14]3[C:19](=[O:20])[C:18]([CH2:21][C:22]4[CH:27]=[CH:26][CH:25]=[CH:24][CH:23]=4)=[N:17][C:16]4[CH:28]=[CH:29][CH:30]=[N:31][C:15]3=4)[CH:11]=[CH:12][CH:13]=2)=[CH:4][CH:3]=1.C(N(CC)CC)C.[C:39](Cl)(=[O:46])[C:40]1[CH:45]=[CH:44][CH:43]=[CH:42][CH:41]=1.C(=O)(O)[O-].[Na+]. (3) Given the product [S:1]1[C:5]2[CH:6]=[CH:7][CH:8]=[CH:9][C:4]=2[N:3]=[C:2]1[NH:10][C@@H:11]1[CH2:14][C@H:13]([NH:15][C:16]2[C:21]([NH:30][CH3:29])=[N:20][CH:19]=[CH:18][N:17]=2)[CH2:12]1, predict the reactants needed to synthesize it. The reactants are: [S:1]1[C:5]2[CH:6]=[CH:7][CH:8]=[CH:9][C:4]=2[N:3]=[C:2]1[NH:10][C@H:11]1[CH2:14][C@@H:13]([NH:15][C:16]2[C:21](Cl)=[N:20][CH:19]=[CH:18][N:17]=2)[CH2:12]1.CC(C)([O-])C.[Na+].[CH3:29][NH2:30].C1COCC1. (4) Given the product [N:1]1[CH:6]=[CH:5][CH:4]=[CH:3][C:2]=1[N:7]1[CH2:8][CH2:9][N:10]([CH2:24][NH:23][C:21]([CH:15]2[CH2:20][CH2:19][CH2:18][CH2:17][CH2:16]2)=[O:22])[CH2:11][CH2:12]1, predict the reactants needed to synthesize it. The reactants are: [N:1]1[CH:6]=[CH:5][CH:4]=[CH:3][C:2]=1[N:7]1[CH2:12][CH2:11][NH:10][CH2:9][CH2:8]1.C=O.[CH:15]1([C:21]([NH2:23])=[O:22])[CH2:20][CH2:19][CH2:18][CH2:17][CH2:16]1.[C:24](=O)([O-])[O-].[K+].[K+].